Dataset: Reaction yield outcomes from USPTO patents with 853,638 reactions. Task: Predict the reaction yield, written as a fraction of the theoretical maximum amount of product (1.0 means a 100% yield; for example, 0.34 means a 34% yield). (1) The reactants are [Cl:1][C:2]1[C:9]([F:10])=[CH:8][C:5]([C:6]#[N:7])=[C:4]([O:11][C:12]2[CH:17]=[CH:16][CH:15]=[C:14]([CH:18]=O)[C:13]=2[O:20][CH3:21])[CH:3]=1.CN.[C:24]([BH3-])#[N:25].[Na+].[C:28]([OH:35])(=[O:34])/[CH:29]=[CH:30]/[C:31]([OH:33])=[O:32]. The catalyst is C(O)(=O)C.CO. The product is [C:28]([OH:35])(=[O:34])/[CH:29]=[CH:30]/[C:31]([OH:33])=[O:32].[Cl:1][C:2]1[C:9]([F:10])=[CH:8][C:5]([C:6]#[N:7])=[C:4]([O:11][C:12]2[CH:17]=[CH:16][CH:15]=[C:14]([CH2:18][NH:25][CH3:24])[C:13]=2[O:20][CH3:21])[CH:3]=1. The yield is 0.350. (2) The reactants are [Cl:1][C:2]1[CH:3]=[CH:4][C:5]([C:8]([OH:10])=[O:9])=[N:6][CH:7]=1.[CH3:11][C:12](OC(OC(O[C:12]([CH3:14])([CH3:13])[CH3:11])=O)=O)([CH3:14])[CH3:13]. The catalyst is C(#N)C.CN(C1C=CN=CC=1)C. The product is [C:12]([O:9][C:8]([C:5]1[CH:4]=[CH:3][C:2]([Cl:1])=[CH:7][N:6]=1)=[O:10])([CH3:14])([CH3:13])[CH3:11]. The yield is 0.830. (3) The reactants are [C:1]1([C:7]([C:15]2[CH:20]=[CH:19][CH:18]=[CH:17][CH:16]=2)([CH:9]2[CH2:14][CH2:13][NH:12][CH2:11][CH2:10]2)[OH:8])[CH:6]=[CH:5][CH:4]=[CH:3][CH:2]=1.C(#N)C.[C:24]([C:28]1[CH:35]=[CH:34][C:31]([CH2:32]Br)=[CH:30][CH:29]=1)([CH3:27])([CH3:26])[CH3:25]. The catalyst is CCOC(C)=O. The product is [C:24]([C:28]1[CH:29]=[CH:30][C:31]([CH2:32][N:12]2[CH2:13][CH2:14][CH:9]([C:7]([C:15]3[CH:20]=[CH:19][CH:18]=[CH:17][CH:16]=3)([C:1]3[CH:2]=[CH:3][CH:4]=[CH:5][CH:6]=3)[OH:8])[CH2:10][CH2:11]2)=[CH:34][CH:35]=1)([CH3:27])([CH3:25])[CH3:26]. The yield is 0.810. (4) The reactants are [O:1]=[C:2]1[N:7]2[CH:8]=[C:9]([N:12]3[CH2:17][CH2:16][N:15]([C:18]([O:20][C:21]([CH3:24])([CH3:23])[CH3:22])=[O:19])[CH2:14][CH2:13]3)[N:10]=[CH:11][C:6]2=[N:5][C:4](OS(C(F)(F)F)(=O)=O)=[CH:3]1.[CH3:33][N:34]1[CH:42]=[C:41]2[C:36]([CH:37]=[CH:38][C:39](B(O)O)=[CH:40]2)=[N:35]1.[O-]P([O-])([O-])=O.[K+].[K+].[K+]. The catalyst is O1CCOCC1. The product is [CH3:33][N:34]1[CH:42]=[C:41]2[C:36]([CH:37]=[CH:38][C:39]([C:4]3[N:5]=[C:6]4[CH:11]=[N:10][C:9]([N:12]5[CH2:13][CH2:14][N:15]([C:18]([O:20][C:21]([CH3:23])([CH3:22])[CH3:24])=[O:19])[CH2:16][CH2:17]5)=[CH:8][N:7]4[C:2](=[O:1])[CH:3]=3)=[CH:40]2)=[N:35]1. The yield is 0.600. (5) The reactants are [C:1]1([N:7]2[C:11]([SH:12])=[N:10][N:9]=[N:8]2)[CH:6]=[CH:5][CH:4]=[CH:3][CH:2]=1.Br[CH2:14][CH2:15][CH2:16][CH2:17][CH2:18][CH2:19][CH2:20][CH2:21][CH2:22][CH2:23][CH2:24][CH2:25][OH:26].C(=O)([O-])[O-].[K+].[K+]. The catalyst is CC(C)=O. The product is [C:1]1([N:7]2[C:11]([S:12][CH2:14][CH2:15][CH2:16][CH2:17][CH2:18][CH2:19][CH2:20][CH2:21][CH2:22][CH2:23][CH2:24][CH2:25][OH:26])=[N:10][N:9]=[N:8]2)[CH:2]=[CH:3][CH:4]=[CH:5][CH:6]=1. The yield is 0.770.